This data is from Catalyst prediction with 721,799 reactions and 888 catalyst types from USPTO. The task is: Predict which catalyst facilitates the given reaction. Reactant: [CH3:1][C:2]([CH3:15])([CH3:14])[CH2:3][CH2:4][N:5]1[CH2:10][CH:9]2[CH:7]([CH:8]2[C:11]([NH2:13])=O)[CH2:6]1.[H-].[Al+3].[Li+].[H-].[H-].[H-].CO.O.S([O-])([O-])(=O)=O.[Na+].[Na+]. Product: [CH3:1][C:2]([CH3:15])([CH3:14])[CH2:3][CH2:4][N:5]1[CH2:6][CH:7]2[CH:9]([CH:8]2[CH2:11][NH2:13])[CH2:10]1. The catalyst class is: 343.